Dataset: Forward reaction prediction with 1.9M reactions from USPTO patents (1976-2016). Task: Predict the product of the given reaction. (1) Given the reactants [Cl:1][C:2]1[CH:10]=[CH:9][CH:8]=[C:7]([CH3:11])[C:3]=1[C:4](O)=[O:5].S(Cl)([Cl:14])=O, predict the reaction product. The product is: [Cl:1][C:2]1[CH:10]=[CH:9][CH:8]=[C:7]([CH3:11])[C:3]=1[C:4]([Cl:14])=[O:5]. (2) Given the reactants C(=NO)C1C(=CC=CC=1)O.C([O-])([O-])=O.[Cs+].[Cs+].[NH:17]1[C:21]([C:22]2[C:27](=[O:28])[CH:26]=[CH:25][N:24]([C:29]3[CH:34]=[CH:33][CH:32]=[C:31]([C:35]([F:38])([F:37])[F:36])[CH:30]=3)[N:23]=2)=[CH:20][CH:19]=[N:18]1.I[C:40]1[S:41][CH:42]=[CH:43][CH:44]=1, predict the reaction product. The product is: [S:41]1[CH:42]=[CH:43][CH:44]=[C:40]1[N:17]1[C:21]([C:22]2[C:27](=[O:28])[CH:26]=[CH:25][N:24]([C:29]3[CH:34]=[CH:33][CH:32]=[C:31]([C:35]([F:37])([F:36])[F:38])[CH:30]=3)[N:23]=2)=[CH:20][CH:19]=[N:18]1. (3) Given the reactants [F:1][C:2]([F:14])([F:13])[C:3]1[C:4]([CH3:12])=[C:5]([CH:9]=[CH:10][CH:11]=1)[C:6](O)=[O:7].C(Cl)(=O)C([Cl:18])=O.CN(C)C=O, predict the reaction product. The product is: [F:1][C:2]([F:14])([F:13])[C:3]1[C:4]([CH3:12])=[C:5]([CH:9]=[CH:10][CH:11]=1)[C:6]([Cl:18])=[O:7]. (4) Given the reactants [Cl:1][CH2:2][CH:3]([OH:6])[CH2:4][OH:5].[CH2:7]([N:9]([CH2:12][CH3:13])[CH2:10][CH3:11])[CH3:8].C(O)C, predict the reaction product. The product is: [Cl-:1].[OH:6][CH:3]([CH2:4][OH:5])[CH2:2][N+:9]([CH2:12][CH3:13])([CH2:10][CH3:11])[CH2:7][CH3:8]. (5) Given the reactants [Br:1][C:2]1[CH:7]=[CH:6][C:5]([OH:8])=[C:4]([CH3:9])[CH:3]=1.CN(C=O)C.C([O-])([O-])=O.[K+].[K+].Cl[C:22]([F:27])([F:26])C([O-])=O.[Na+], predict the reaction product. The product is: [Br:1][C:2]1[CH:7]=[CH:6][C:5]([O:8][CH:22]([F:27])[F:26])=[C:4]([CH3:9])[CH:3]=1.